Dataset: Full USPTO retrosynthesis dataset with 1.9M reactions from patents (1976-2016). Task: Predict the reactants needed to synthesize the given product. (1) Given the product [Cl:18][CH2:19][CH2:20][CH2:21][C:1]1([C:6]#[N:7])[CH2:5][CH2:4][CH2:3][CH2:2]1, predict the reactants needed to synthesize it. The reactants are: [CH:1]1([C:6]#[N:7])[CH2:5][CH2:4][CH2:3][CH2:2]1.[Li+].C[Si]([N-][Si](C)(C)C)(C)C.[Cl:18][CH2:19][CH2:20][CH2:21]I. (2) Given the product [NH2:92][C@H:97]([C:98]([OH:100])=[O:99])[CH2:3][CH2:4][CH2:5][NH:7][C:10]([NH2:59])=[O:14], predict the reactants needed to synthesize it. The reactants are: C1N=[C:3](N)[C:4]2N=C[N:7]([C@@H:10]3[O:14][C@H](COP(OP(OC[C@H]4O[C@@H](N5C=C(C(N)=O)CC=C5)[C@H](O)[C@@H]4O)(O)=O)(O)=O)[C@@H](O)[C@H]3OP(O)(O)=O)[C:5]=2N=1.C(S)[C@@H](O)[C@H](O)CS.C1N(CCO)CC[N:59](CCS(O)(=O)=O)C1.[Cl-].[Cl-].[Ca+2].C([N:92]([CH2:97][C:98]([OH:100])=[O:99])CC(O)=O)COCCOCC[N:92](CC(O)=O)[CH2:97][C:98]([OH:100])=[O:99]. (3) Given the product [CH3:21][C:18]12[CH2:20][CH:14]([N:13]([C:11]([C:7]3[C:6]4[C:10](=[C:2]([NH:1][C:33](=[O:35])[CH3:34])[CH:3]=[CH:4][CH:5]=4)[NH:9][CH:8]=3)=[O:12])[CH2:19]1)[CH2:15][C:16]([CH3:23])([CH3:22])[CH2:17]2, predict the reactants needed to synthesize it. The reactants are: [NH2:1][C:2]1[CH:3]=[CH:4][CH:5]=[C:6]2[C:10]=1[NH:9][CH:8]=[C:7]2[C:11]([N:13]1[CH2:19][C:18]2([CH3:21])[CH2:20][CH:14]1[CH2:15][C:16]([CH3:23])([CH3:22])[CH2:17]2)=[O:12].CCN(C(C)C)C(C)C.[C:33](OC(=O)C)(=[O:35])[CH3:34].